Task: Regression. Given a peptide amino acid sequence and an MHC pseudo amino acid sequence, predict their binding affinity value. This is MHC class I binding data.. Dataset: Peptide-MHC class I binding affinity with 185,985 pairs from IEDB/IMGT (1) The peptide sequence is HYDAPVFPI. The MHC is HLA-A24:03 with pseudo-sequence HLA-A24:03. The binding affinity (normalized) is 0.811. (2) The peptide sequence is FMECNLNEL. The MHC is HLA-A02:01 with pseudo-sequence HLA-A02:01. The binding affinity (normalized) is 0.663. (3) The peptide sequence is FFNVEIPEF. The MHC is HLA-A03:01 with pseudo-sequence HLA-A03:01. The binding affinity (normalized) is 0.213. (4) The peptide sequence is GAVQNEITT. The MHC is Patr-B1701 with pseudo-sequence YYSVYREIFTNTDVSNLYLTYYYYSFAALAYTWY. The binding affinity (normalized) is 0.0944. (5) The peptide sequence is KLIQIEKVL. The MHC is HLA-A02:19 with pseudo-sequence HLA-A02:19. The binding affinity (normalized) is 0.0997. (6) The peptide sequence is SIIFINYTM. The binding affinity (normalized) is 0.827. The MHC is HLA-A32:01 with pseudo-sequence HLA-A32:01. (7) The peptide sequence is YLMHPAQTSQ. The MHC is Mamu-A2201 with pseudo-sequence Mamu-A2201. The binding affinity (normalized) is 0.